From a dataset of Full USPTO retrosynthesis dataset with 1.9M reactions from patents (1976-2016). Predict the reactants needed to synthesize the given product. (1) Given the product [CH3:1][C:2]1[NH:3][C:4]2[C:9]([C:10]=1[CH3:11])=[CH:8][C:7]([NH:12][C:13]1[C:22]3[C:17](=[CH:18][C:19]([O:25][CH2:36][CH2:35][O:34][CH2:33][CH2:32][N:29]4[CH2:30][CH2:31][O:26][CH2:27][CH2:28]4)=[C:20]([O:23][CH3:24])[CH:21]=3)[N:16]=[CH:15][N:14]=1)=[CH:6][CH:5]=2, predict the reactants needed to synthesize it. The reactants are: [CH3:1][C:2]1[NH:3][C:4]2[C:9]([C:10]=1[CH3:11])=[CH:8][C:7]([NH:12][C:13]1[C:22]3[C:17](=[CH:18][C:19]([OH:25])=[C:20]([O:23][CH3:24])[CH:21]=3)[N:16]=[CH:15][N:14]=1)=[CH:6][CH:5]=2.[O:26]1[CH2:31][CH2:30][N:29]([CH2:32][CH2:33][O:34][CH2:35][CH2:36]O)[CH2:28][CH2:27]1. (2) Given the product [C:5]1(/[CH:8]=[CH:10]/[C:12]2[CH:13]=[CH:14][CH:15]=[CH:16][CH:17]=2)[CH:6]=[CH:7][CH:2]=[CH:3][CH:4]=1, predict the reactants needed to synthesize it. The reactants are: Br[C:2]1[CH:7]=[CH:6][C:5]([C:8]([C:10]([C:12]2[CH:17]=[CH:16][CH:15]=[CH:14][CH:13]=2)=O)=O)=[CH:4][CH:3]=1.C(O)COCCO.C([O-])([O-])=O.[K+].[K+]. (3) Given the product [CH3:11][O:10][C:4]1[C:5]([CH2:29][O:28][CH3:32])=[C:6]([B:23]([OH:24])[OH:26])[CH:7]=[CH:2][C:3]=1[O:12][CH3:13], predict the reactants needed to synthesize it. The reactants are: Br[C:2]1[CH:7]=[CH:6][C:5](OC)=[C:4]([O:10][CH3:11])[C:3]=1[O:12][CH2:13]OC.C([Li])CCC.CO[B:23]([O:26]C)[O:24]C.[O:28]1[CH2:32]CC[CH2:29]1.